Predict the reaction yield, written as a fraction of the theoretical maximum amount of product (1.0 means a 100% yield; for example, 0.34 means a 34% yield). From a dataset of Reaction yield outcomes from USPTO patents with 853,638 reactions. (1) The yield is 0.860. The product is [NH2:1][C:2]1[C:3]2[C:10]([C:25]3[S:29][C:28]([C:30]([OH:32])=[O:31])=[CH:27][CH:26]=3)=[CH:9][N:8]([C@H:12]3[C@@:16]([OH:17])([CH3:18])[CH:15]([OH:19])[CH:14]([CH2:20][OH:21])[O:13]3)[C:4]=2[N:5]=[CH:6][N:7]=1. The catalyst is O1CCOCC1.C1C=CC([P]([Pd]([P](C2C=CC=CC=2)(C2C=CC=CC=2)C2C=CC=CC=2)([P](C2C=CC=CC=2)(C2C=CC=CC=2)C2C=CC=CC=2)[P](C2C=CC=CC=2)(C2C=CC=CC=2)C2C=CC=CC=2)(C2C=CC=CC=2)C2C=CC=CC=2)=CC=1. The reactants are [NH2:1][C:2]1[C:3]2[C:10](I)=[CH:9][N:8]([C@H:12]3[C@:16]([CH3:18])([OH:17])[CH:15]([OH:19])[CH:14]([CH2:20][OH:21])[O:13]3)[C:4]=2[N:5]=[CH:6][N:7]=1.B([C:25]1[S:29][C:28]([C:30]([OH:32])=[O:31])=[CH:27][CH:26]=1)(O)O.CC([O-])=O.[K+]. (2) The reactants are [CH:1]([C:4]1[N:5]=[C:6]([C:9]2[CH:18]=[C:17]([O:19][CH2:20][CH2:21][C@@H:22]3[NH:36][C:35](=[O:37])[N:34]([CH3:38])[CH2:33][CH2:32][CH2:31][CH2:30][CH:29]=[CH:28][C@H:27]4[C@@:25]([C:39]([O:41]CC)=[O:40])([CH2:26]4)[NH:24][C:23]3=[O:44])[C:16]3[C:11](=[C:12]([Br:47])[C:13]([O:45][CH3:46])=[CH:14][CH:15]=3)[N:10]=2)[S:7][CH:8]=1)([CH3:3])[CH3:2].C(C1N=C(C2C=C(OCC[C@@H]3NC(=O)N(C)CCCCC=C[C@H]4[C@@](C(O)=O)(C4)NC3=O)C3C(=C(C)C(OC)=CC=3)N=2)SC=1)(C)C. No catalyst specified. The product is [CH:1]([C:4]1[N:5]=[C:6]([C:9]2[CH:18]=[C:17]([O:19][CH2:20][CH2:21][C@@H:22]3[NH:36][C:35](=[O:37])[N:34]([CH3:38])[CH2:33][CH2:32][CH2:31][CH2:30][CH:29]=[CH:28][C@H:27]4[C@@:25]([C:39]([OH:41])=[O:40])([CH2:26]4)[NH:24][C:23]3=[O:44])[C:16]3[C:11](=[C:12]([Br:47])[C:13]([O:45][CH3:46])=[CH:14][CH:15]=3)[N:10]=2)[S:7][CH:8]=1)([CH3:3])[CH3:2]. The yield is 0.430.